From a dataset of Forward reaction prediction with 1.9M reactions from USPTO patents (1976-2016). Predict the product of the given reaction. (1) Given the reactants [OH:1][C:2]([C:5]1[CH:6]=[C:7]([C:11]#[C:12][CH2:13][N:14]2[C:22](=[O:23])[C:21]3[C:16](=[CH:17][CH:18]=[CH:19][CH:20]=3)[C:15]2=[O:24])[CH:8]=[CH:9][CH:10]=1)([CH3:4])[CH3:3].FC(F)(F)C(C1C=CC(C#CCN2C(=O)C3C(=CC=CC=3)C2=O)=CC=1)O, predict the reaction product. The product is: [OH:1][C:2]([CH3:4])([C:5]1[CH:6]=[C:7]([CH2:11][CH2:12][CH2:13][N:14]2[C:15](=[O:24])[C:16]3[C:21](=[CH:20][CH:19]=[CH:18][CH:17]=3)[C:22]2=[O:23])[CH:8]=[CH:9][CH:10]=1)[CH3:3]. (2) Given the reactants [Br:1][C:2]1[CH:3]=[C:4]([C:8]2[C:16]([C:17]3[C:22]([F:23])=[CH:21][N:20]=[C:19](Cl)[N:18]=3)=[C:11]3[CH:12]=[CH:13][CH:14]=[CH:15][N:10]3[N:9]=2)[CH:5]=[CH:6][CH:7]=1.[F:25][C:26]1[CH:27]=[C:28]([CH:30]=[CH:31][CH:32]=1)[NH2:29].Cl.O1CCOCC1, predict the reaction product. The product is: [Br:1][C:2]1[CH:3]=[C:4]([C:8]2[C:16]([C:17]3[C:22]([F:23])=[CH:21][N:20]=[C:19]([NH:29][C:28]4[CH:30]=[CH:31][CH:32]=[C:26]([F:25])[CH:27]=4)[N:18]=3)=[C:11]3[CH:12]=[CH:13][CH:14]=[CH:15][N:10]3[N:9]=2)[CH:5]=[CH:6][CH:7]=1. (3) Given the reactants [CH3:1][O:2][C:3]1[CH:4]=[C:5]([CH:30]=[C:31]([O:33][CH3:34])[CH:32]=1)[O:6][C@H:7]1[C@:10]2([C:19]3[CH:24]=[CH:23][C:22]([O:25][CH3:26])=[C:21]([O:27][CH3:28])[CH:20]=3)[C:11]3[C:16]([CH2:17][CH2:18][N:9]2[C:8]1=[O:29])=[CH:15][CH:14]=[CH:13][CH:12]=3.Cl.[O:36]1CCOCC1, predict the reaction product. The product is: [CH3:1][O:2][C:3]1[CH:4]=[C:5]([CH:30]=[C:31]([O:33][CH3:34])[CH:32]=1)[O:6][C@@H:7]([C@:10]1([C:19]2[CH:24]=[CH:23][C:22]([O:25][CH3:26])=[C:21]([O:27][CH3:28])[CH:20]=2)[C:11]2[C:16](=[CH:15][CH:14]=[CH:13][CH:12]=2)[CH2:17][CH2:18][NH:9]1)[C:8]([OH:29])=[O:36]. (4) The product is: [Cl:17][CH2:18][C:13](=[O:14])[CH2:12][CH2:11][C:10]([O:9][CH3:8])=[O:16]. Given the reactants CN1CCOCC1.[CH3:8][O:9][C:10](=[O:16])[CH2:11][CH2:12][C:13](O)=[O:14].[Cl:17][C:18](OCC(C)C)=O.[N+](=C)=[N-].Cl, predict the reaction product. (5) Given the reactants C([NH:9][C:10]([NH:12][C:13]1[CH:27]=[CH:26][C:16]([CH2:17][NH:18][C:19](=[O:25])[O:20][C:21]([CH3:24])([CH3:23])[CH3:22])=[CH:15][CH:14]=1)=[S:11])(=O)C1C=CC=CC=1.C([O-])([O-])=O.[K+].[K+], predict the reaction product. The product is: [NH2:9][C:10]([NH:12][C:13]1[CH:14]=[CH:15][C:16]([CH2:17][NH:18][C:19](=[O:25])[O:20][C:21]([CH3:23])([CH3:24])[CH3:22])=[CH:26][CH:27]=1)=[S:11].